Predict the reactants needed to synthesize the given product. From a dataset of Full USPTO retrosynthesis dataset with 1.9M reactions from patents (1976-2016). (1) Given the product [CH:18]([N:15]1[C:16]2[CH:17]=[C:9]3[NH:8][C:7]([C:3]4[C:2]([NH:1][C:31]([N:25]5[CH2:30][CH2:29][CH2:28][CH2:27][CH2:26]5)=[O:32])=[CH:6][NH:5][N:4]=4)=[N:24][C:10]3=[CH:11][C:12]=2[C:13]([CH3:22])([CH3:23])[C:14]1=[O:21])([CH3:19])[CH3:20], predict the reactants needed to synthesize it. The reactants are: [NH2:1][C:2]1[C:3]([C:7]2[NH:8][C:9]3[C:10]([N:24]=2)=[CH:11][C:12]2[C:13]([CH3:23])([CH3:22])[C:14](=[O:21])[N:15]([CH:18]([CH3:20])[CH3:19])[C:16]=2[CH:17]=3)=[N:4][NH:5][CH:6]=1.[N:25]1([C:31](Cl)=[O:32])[CH2:30][CH2:29][CH2:28][CH2:27][CH2:26]1. (2) Given the product [O:19]=[S:18]1(=[O:20])[CH2:17][CH2:16][CH2:15][N:1]1[C@H:2]([C:4]1[CH:13]=[CH:12][C:7]([C:8]([O:10][CH3:11])=[O:9])=[CH:6][CH:5]=1)[CH3:3], predict the reactants needed to synthesize it. The reactants are: [NH2:1][C@H:2]([C:4]1[CH:13]=[CH:12][C:7]([C:8]([O:10][CH3:11])=[O:9])=[CH:6][CH:5]=1)[CH3:3].Cl[CH2:15][CH2:16][CH2:17][S:18](Cl)(=[O:20])=[O:19]. (3) Given the product [CH2:30]([O:8][CH2:9][CH:10]1[C@@H:12]([CH2:13][OH:14])[C:11]1([CH3:29])[C:15]1[CH:24]=[CH:23][C:22]2[C:21]([CH3:25])([CH3:26])[CH2:20][CH2:19][C:18]([CH3:28])([CH3:27])[C:17]=2[CH:16]=1)[CH3:31], predict the reactants needed to synthesize it. The reactants are: [Si]([O:8][CH2:9][CH:10]1[C@@H:12]([CH2:13][OH:14])[C:11]1([CH3:29])[C:15]1[CH:24]=[CH:23][C:22]2[C:21]([CH3:26])([CH3:25])[CH2:20][CH2:19][C:18]([CH3:28])([CH3:27])[C:17]=2[CH:16]=1)(C(C)(C)C)(C)C.[CH2:30](I)[CH3:31]. (4) Given the product [Br:14][C:2]1[N:7]=[N:6][C:5]([NH:8][CH2:9][CH2:10][N:11]([CH3:13])[CH3:12])=[CH:4][CH:3]=1, predict the reactants needed to synthesize it. The reactants are: Cl[C:2]1[N:7]=[N:6][C:5]([NH:8][CH2:9][CH2:10][N:11]([CH3:13])[CH3:12])=[CH:4][CH:3]=1.[BrH:14]. (5) Given the product [C:1]([C:5]1[CH:6]=[C:7]2[C:12](=[C:13]([F:15])[CH:14]=1)[C:11](=[O:16])[N:10]([C:17]1[CH:27]=[CH:26][CH:25]=[C:24]([C:38]3[N:39]=[C:40]([NH:47][C:48]4[CH:49]=[CH:50][C:51]([C:54]([N:56]5[CH2:61][CH2:60][O:59][CH2:58][CH2:57]5)=[O:55])=[CH:52][CH:53]=4)[C:41]4[N:42]([CH:44]=[CH:45][N:46]=4)[CH:43]=3)[C:18]=1[CH2:19][O:20][C:21](=[O:23])[CH3:22])[N:9]=[CH:8]2)([CH3:2])([CH3:3])[CH3:4], predict the reactants needed to synthesize it. The reactants are: [C:1]([C:5]1[CH:6]=[C:7]2[C:12](=[C:13]([F:15])[CH:14]=1)[C:11](=[O:16])[N:10]([C:17]1[CH:27]=[CH:26][CH:25]=[C:24](B3OC(C)(C)C(C)(C)O3)[C:18]=1[CH2:19][O:20][C:21](=[O:23])[CH3:22])[N:9]=[CH:8]2)([CH3:4])([CH3:3])[CH3:2].Br[C:38]1[N:39]=[C:40]([NH:47][C:48]2[CH:53]=[CH:52][C:51]([C:54]([N:56]3[CH2:61][CH2:60][O:59][CH2:58][CH2:57]3)=[O:55])=[CH:50][CH:49]=2)[C:41]2[N:42]([CH:44]=[CH:45][N:46]=2)[CH:43]=1.C([O-])([O-])=O.[K+].[K+].CC(C1C=C(C(C)C)C(C2C=CC=CC=2P(C2CCCCC2)C2CCCCC2)=C(C(C)C)C=1)C. (6) Given the product [F:1][C:2]1[CH:10]=[CH:9][C:8]([I:11])=[CH:7][C:3]=1[C:4]([Cl:15])=[O:5], predict the reactants needed to synthesize it. The reactants are: [F:1][C:2]1[CH:10]=[CH:9][C:8]([I:11])=[CH:7][C:3]=1[C:4](O)=[O:5].C(Cl)(=O)C([Cl:15])=O. (7) Given the product [Cl:1][C:2]1[CH:3]=[N:4][C:5]2[N:6]([N:8]=[C:9]([C:11]([N:28]3[CH2:27][CH2:26][C:25]4[C:30](=[C:21]([C:19]5[CH:18]=[CH:17][N:16]=[C:15]([F:14])[CH:20]=5)[CH:22]=[CH:23][CH:24]=4)[N:29]3[CH3:31])=[O:13])[CH:10]=2)[CH:7]=1, predict the reactants needed to synthesize it. The reactants are: [Cl:1][C:2]1[CH:3]=[N:4][C:5]2[N:6]([N:8]=[C:9]([C:11]([OH:13])=O)[CH:10]=2)[CH:7]=1.[F:14][C:15]1[CH:20]=[C:19]([C:21]2[CH:22]=[CH:23][CH:24]=[C:25]3[C:30]=2[N:29]([CH3:31])[NH:28][CH2:27][CH2:26]3)[CH:18]=[CH:17][N:16]=1. (8) Given the product [NH:36]1[C:38]2[C:33](=[CH:10][CH:9]=[CH:8][CH:7]=2)[CH:34]=[C:35]1[C:21]([NH:5][C:4]1[CH:3]=[C:11]2[C:35](=[CH:34][CH:33]=1)[NH:36][C:38]([C:21]([N:5]1[C:6]3[CH:7]=[C:8]([OH:20])[C:9]4[C:15]([C:16]([NH:17][CH3:18])=[O:19])=[CH:14][CH:13]=[CH:12][C:10]=4[C:11]=3[CH:3]([CH2:2][Cl:39])[CH2:4]1)=[O:22])=[CH:6]2)=[O:22], predict the reactants needed to synthesize it. The reactants are: Cl[CH2:2][CH:3]1[C:11]2[C:10]3[CH:12]=[CH:13][CH:14]=[C:15]([C:16](=[O:19])[NH:17][CH3:18])[C:9]=3[C:8]([OH:20])=[CH:7][C:6]=2[N:5]([C:21](OC(C)(C)C)=[O:22])[CH2:4]1.CCN=C=N[CH2:33][CH2:34][CH2:35][N:36]([CH3:38])C.[ClH:39].